From a dataset of Catalyst prediction with 721,799 reactions and 888 catalyst types from USPTO. Predict which catalyst facilitates the given reaction. (1) Reactant: [CH3:1][CH:2]([N:10]1[CH:14]=[C:13]([C:15]2[C:16]3[CH:23]=[CH:22][N:21]([CH2:24][O:25][CH2:26][CH2:27][Si:28]([CH3:31])([CH3:30])[CH3:29])[C:17]=3[N:18]=[CH:19][N:20]=2)[CH:12]=[N:11]1)[CH2:3][N:4]1[CH2:9][CH2:8][NH:7][CH2:6][CH2:5]1.C(N(CC)CC)C.[CH3:39][N:40]1[CH:44]=[CH:43][C:42]([S:45](Cl)(=[O:47])=[O:46])=[N:41]1. Product: [CH3:1][CH:2]([N:10]1[CH:14]=[C:13]([C:15]2[C:16]3[CH:23]=[CH:22][N:21]([CH2:24][O:25][CH2:26][CH2:27][Si:28]([CH3:30])([CH3:29])[CH3:31])[C:17]=3[N:18]=[CH:19][N:20]=2)[CH:12]=[N:11]1)[CH2:3][N:4]1[CH2:9][CH2:8][N:7]([S:45]([C:42]2[CH:43]=[CH:44][N:40]([CH3:39])[N:41]=2)(=[O:47])=[O:46])[CH2:6][CH2:5]1. The catalyst class is: 4. (2) Reactant: C(OCC)C.[CH2:6]1[O:9][C@H:7]1[CH3:8].[Si:10]([O:27][C@H:28]([CH3:40])[C@H:29]([NH2:39])[C:30]1[CH:35]=[C:34]([F:36])[C:33]([F:37])=[C:32]([F:38])[CH:31]=1)([C:23]([CH3:26])([CH3:25])[CH3:24])([C:17]1[CH:22]=[CH:21][CH:20]=[CH:19][CH:18]=1)[C:11]1[CH:16]=[CH:15][CH:14]=[CH:13][CH:12]=1.Cl([O-])(=O)(=O)=O.[Li+]. Product: [Si:10]([O:27][C@H:28]([CH3:40])[C@H:29]([NH:39][CH2:6][C@@H:7]([OH:9])[CH3:8])[C:30]1[CH:35]=[C:34]([F:36])[C:33]([F:37])=[C:32]([F:38])[CH:31]=1)([C:23]([CH3:24])([CH3:25])[CH3:26])([C:17]1[CH:22]=[CH:21][CH:20]=[CH:19][CH:18]=1)[C:11]1[CH:12]=[CH:13][CH:14]=[CH:15][CH:16]=1. The catalyst class is: 232.